Dataset: Catalyst prediction with 721,799 reactions and 888 catalyst types from USPTO. Task: Predict which catalyst facilitates the given reaction. (1) The catalyst class is: 8. Product: [CH:1]1([C:4]2[CH:5]=[C:6]([NH2:7])[N:11]([CH2:13][CH2:14][N:15]([CH3:17])[CH3:16])[N:12]=2)[CH2:3][CH2:2]1. Reactant: [CH:1]1([C:4](=O)[CH2:5][C:6]#[N:7])[CH2:3][CH2:2]1.Cl.Cl.[NH:11]([CH2:13][CH2:14][N:15]([CH3:17])[CH3:16])[NH2:12]. (2) Reactant: [C:1]([O:4][CH2:5][CH2:6][CH2:7][O:8][C:9]1[CH:10]=[C:11]2[C:16](=[CH:17][C:18]=1[O:19][CH3:20])[C:15]([CH2:21][C:22]1[CH:27]=[CH:26][CH:25]=[C:24]([O:28][CH3:29])[CH:23]=1)=[N:14][CH:13]=[C:12]2[CH:30]=[O:31])(=[O:3])[CH3:2].[Se](=O)=[O:33].C(OCC)(=O)C.CCCCCC. Product: [C:1]([O:4][CH2:5][CH2:6][CH2:7][O:8][C:9]1[CH:10]=[C:11]2[C:16](=[CH:17][C:18]=1[O:19][CH3:20])[C:15]([C:21](=[O:33])[C:22]1[CH:27]=[CH:26][CH:25]=[C:24]([O:28][CH3:29])[CH:23]=1)=[N:14][CH:13]=[C:12]2[CH:30]=[O:31])(=[O:3])[CH3:2]. The catalyst class is: 15. (3) Reactant: [OH:1][C:2]1[CH:10]=[CH:9][C:8]([C:11]2[N:12]([C:27]([O:29][C:30]([CH3:33])([CH3:32])[CH3:31])=[O:28])[C:13]3[C:18]([CH:19]=2)=[CH:17][C:16]([CH2:20][N:21]2[CH2:26][CH2:25][CH2:24][CH2:23][CH2:22]2)=[CH:15][CH:14]=3)=[C:7]2[C:3]=1[CH2:4][NH:5][C:6]2=[O:34].C(N(CC)CC)C.[Cl:42][C:43]1[CH:48]=[C:47]([Cl:49])[CH:46]=[CH:45][C:44]=1[S:50](Cl)(=[O:52])=[O:51]. Product: [Cl:42][C:43]1[CH:48]=[C:47]([Cl:49])[CH:46]=[CH:45][C:44]=1[S:50]([O:1][C:2]1[CH:10]=[CH:9][C:8]([C:11]2[N:12]([C:27]([O:29][C:30]([CH3:31])([CH3:33])[CH3:32])=[O:28])[C:13]3[C:18]([CH:19]=2)=[CH:17][C:16]([CH2:20][N:21]2[CH2:26][CH2:25][CH2:24][CH2:23][CH2:22]2)=[CH:15][CH:14]=3)=[C:7]2[C:3]=1[CH2:4][NH:5][C:6]2=[O:34])(=[O:52])=[O:51]. The catalyst class is: 10. (4) Reactant: Cl.[CH3:2][O:3][C:4]1[CH:17]=[CH:16][C:15]2[O:14][C:13]3[C:8](=[CH:9][C:10]([C:18]4[CH:19]=[N:20][CH:21]=[N:22][CH:23]=4)=[CH:11][CH:12]=3)[C:7]([CH:25]=[CH2:26])(O)[C:6]=2[CH:5]=1.[NH2:27][C:28]([NH2:30])=[S:29]. Product: [CH3:2][O:3][C:4]1[CH:17]=[CH:16][C:15]2[O:14][C:13]3[C:8](=[CH:9][C:10]([C:18]4[CH:23]=[N:22][CH:21]=[N:20][CH:19]=4)=[CH:11][CH:12]=3)[C:7]3([CH2:25][CH2:26][S:29][C:28]([NH2:30])=[N:27]3)[C:6]=2[CH:5]=1. The catalyst class is: 52. (5) Reactant: Cl.[C:2]([C:6]1[CH:16]=[C:15]([F:17])[CH:14]=[CH:13][C:7]=1[O:8][CH2:9][CH2:10][NH:11][CH3:12])([CH3:5])([CH3:4])[CH3:3].CCN(CC)CC.[N:25]([C:28]1[CH:37]=[CH:36][CH:35]=[CH:34][C:29]=1[C:30]([O:32][CH3:33])=[O:31])=[C:26]=[O:27]. Product: [C:2]([C:6]1[CH:16]=[C:15]([F:17])[CH:14]=[CH:13][C:7]=1[O:8][CH2:9][CH2:10][N:11]([CH3:12])[C:26](=[O:27])[NH:25][C:28]1[CH:37]=[CH:36][CH:35]=[CH:34][C:29]=1[C:30]([O:32][CH3:33])=[O:31])([CH3:5])([CH3:3])[CH3:4]. The catalyst class is: 34. (6) Reactant: [C:1]([O:5][C:6]([N:8]1[CH2:13][CH2:12][N:11]([C:14]2[CH:19]=[CH:18][C:17]([C:20]3[C:24]([N:25](C(OCC(Cl)(Cl)Cl)=O)[C@H:26]([C:31]([O:33]C)=[O:32])[CH2:27][CH:28]([CH3:30])[CH3:29])=[CH:23][O:22][N:21]=3)=[CH:16][CH:15]=2)[CH2:10][CH2:9]1)=[O:7])([CH3:4])([CH3:3])[CH3:2].C(O)(=O)C. The catalyst class is: 324. Product: [C:1]([O:5][C:6]([N:8]1[CH2:13][CH2:12][N:11]([C:14]2[CH:15]=[CH:16][C:17]([C:20]3[C:24]([NH:25][C@H:26]([C:31]([OH:33])=[O:32])[CH2:27][CH:28]([CH3:29])[CH3:30])=[CH:23][O:22][N:21]=3)=[CH:18][CH:19]=2)[CH2:10][CH2:9]1)=[O:7])([CH3:2])([CH3:4])[CH3:3].